This data is from Reaction yield outcomes from USPTO patents with 853,638 reactions. The task is: Predict the reaction yield, written as a fraction of the theoretical maximum amount of product (1.0 means a 100% yield; for example, 0.34 means a 34% yield). The reactants are [N+:1]([O-:4])(O)=[O:2].OS(O)(=O)=O.[F:10][C:11]1[CH:16]=[CH:15][C:14]([S:17](Cl)(=[O:19])=[O:18])=[CH:13][CH:12]=1.[CH:21]1([NH2:24])[CH2:23][CH2:22]1.CCN(C(C)C)C(C)C.C(O)(=O)CC(CC(O)=O)(C(O)=O)O. No catalyst specified. The product is [CH:21]1([NH:24][S:17]([C:14]2[CH:15]=[CH:16][C:11]([F:10])=[C:12]([N+:1]([O-:4])=[O:2])[CH:13]=2)(=[O:19])=[O:18])[CH2:23][CH2:22]1. The yield is 0.920.